Dataset: Catalyst prediction with 721,799 reactions and 888 catalyst types from USPTO. Task: Predict which catalyst facilitates the given reaction. (1) Reactant: [CH2:1]([OH:14])[CH2:2]CCCCCCCCCCC.C(N=C=O)CCCCC[N:21]=[C:22]=[O:23].C1C=C(CN=C=O)C=C(CN=C=O)C=1.[C:41]([O-:54])(=[O:53])[CH2:42][CH2:43]CCCCCCCCC.C([Sn+2]CCCC)CCC.[C:41]([O-:54])(=[O:53])[CH2:42][CH2:43]CCCCCCCCC.COC1C=CC(O)=CC=1. Product: [C:41]([OH:54])(=[O:53])[CH:42]=[CH2:43].[NH2:21][C:22]([O:14][CH2:1][CH3:2])=[O:23]. The catalyst class is: 11. (2) Reactant: [CH3:1][C:2]1[O:6][N:5]=[C:4]([NH:7][S:8]([C:11]2[CH:16]=[CH:15][C:14]([N+:17]([O-:19])=[O:18])=[CH:13][CH:12]=2)(=[O:10])=[O:9])[CH:3]=1.[O:20]([C:27]1[CH:43]=[CH:42][C:30]([O:31][C:32]2[S:33][C:34]([C:37]#[C:38][CH:39](O)[CH3:40])=[CH:35][N:36]=2)=[CH:29][CH:28]=1)[C:21]1[CH:26]=[CH:25][CH:24]=[CH:23][CH:22]=1.CCOC(/N=N/C(OCC)=O)=O. Product: [CH3:1][C:2]1[O:6][N:5]=[C:4]([N:7]([CH:39]([CH3:40])[C:38]#[C:37][C:34]2[S:33][C:32]([O:31][C:30]3[CH:42]=[CH:43][C:27]([O:20][C:21]4[CH:26]=[CH:25][CH:24]=[CH:23][CH:22]=4)=[CH:28][CH:29]=3)=[N:36][CH:35]=2)[S:8]([C:11]2[CH:12]=[CH:13][C:14]([N+:17]([O-:19])=[O:18])=[CH:15][CH:16]=2)(=[O:10])=[O:9])[CH:3]=1. The catalyst class is: 1. (3) Reactant: [OH:1][C@H:2]([CH2:27][O:28][C:29]1[CH:34]=[CH:33][CH:32]=[CH:31][CH:30]=1)[CH2:3][NH:4][CH2:5][C@H:6]1[CH2:15][CH2:14][C:13]2[C:8](=[CH:9][CH:10]=[C:11]([O:16][C:17]3[CH:26]=[CH:25][CH:24]=[CH:23][C:18]=3[C:19]([O:21]C)=[O:20])[CH:12]=2)[O:7]1. Product: [OH:1][C@H:2]([CH2:27][O:28][C:29]1[CH:30]=[CH:31][CH:32]=[CH:33][CH:34]=1)[CH2:3][NH:4][CH2:5][C@H:6]1[CH2:15][CH2:14][C:13]2[C:8](=[CH:9][CH:10]=[C:11]([O:16][C:17]3[CH:26]=[CH:25][CH:24]=[CH:23][C:18]=3[C:19]([OH:21])=[O:20])[CH:12]=2)[O:7]1. The catalyst class is: 87. (4) Reactant: [OH-:1].[Na+].O[NH2:4].C[O:6][C:7]([C:9]1[CH:17]=[C:16]2[C:12]([CH:13]=[CH:14][N:15]2[CH2:18][C:19]2[CH:24]=[CH:23][C:22]([O:25][CH3:26])=[CH:21][CH:20]=2)=[CH:11][CH:10]=1)=O. Product: [OH:1][NH:4][C:7]([C:9]1[CH:17]=[C:16]2[C:12]([CH:13]=[CH:14][N:15]2[CH2:18][C:19]2[CH:24]=[CH:23][C:22]([O:25][CH3:26])=[CH:21][CH:20]=2)=[CH:11][CH:10]=1)=[O:6]. The catalyst class is: 87. (5) Reactant: [N+:1]([C:4]1[CH:5]=[C:6]([CH:8]=[CH:9][CH:10]=1)[NH2:7])([O-:3])=[O:2].[N+:11]([O-:14])([OH:13])=[O:12].[N:15]#[C:16][NH2:17]. Product: [N+:11]([O-:14])([OH:13])=[O:12].[N+:1]([C:4]1[CH:5]=[C:6]([NH:7][C:16]([NH2:17])=[NH:15])[CH:8]=[CH:9][CH:10]=1)([O-:3])=[O:2]. The catalyst class is: 14. (6) Reactant: [CH3:1][N:2]1[C:10]2[CH:9]=[C:8]([N:11]3[CH:16]=[CH:15][C:14]([O:17][CH2:18][C:19]4[CH:24]=[CH:23][C:22]([C:25]([F:28])([F:27])[F:26])=[CH:21][CH:20]=4)=[CH:13][C:12]3=[O:29])[CH:7]=[CH:6][C:5]=2[C:4]2[CH2:30][N:31](C(OC(C)(C)C)=O)[CH2:32][CH2:33][C:3]1=2.[ClH:41]. Product: [ClH:41].[ClH:41].[CH3:1][N:2]1[C:10]2[CH:9]=[C:8]([N:11]3[CH:16]=[CH:15][C:14]([O:17][CH2:18][C:19]4[CH:20]=[CH:21][C:22]([C:25]([F:27])([F:26])[F:28])=[CH:23][CH:24]=4)=[CH:13][C:12]3=[O:29])[CH:7]=[CH:6][C:5]=2[C:4]2[CH2:30][NH:31][CH2:32][CH2:33][C:3]1=2. The catalyst class is: 275.